Predict which catalyst facilitates the given reaction. From a dataset of Catalyst prediction with 721,799 reactions and 888 catalyst types from USPTO. (1) Reactant: [H-].[H-].[H-].[H-].[Li+].[Al+3].[CH3:7][N:8]1[C:12]([NH:13][C:14](=O)[C:15]([CH3:18])([CH3:17])[CH3:16])=[CH:11][C:10]([CH3:20])=[N:9]1.O.[OH-].[Na+]. Product: [CH3:16][C:15]([CH3:18])([CH3:17])[CH2:14][NH:13][C:12]1[N:8]([CH3:7])[N:9]=[C:10]([CH3:20])[CH:11]=1. The catalyst class is: 1. (2) Reactant: [Cl:1][C:2]1([C:5]2([CH2:8][CH2:9][CH:10]=[CH2:11])[CH2:7][O:6]2)[CH2:4][CH2:3]1.[OH-].[Na+].[CH:14]([Cl:17])(Cl)[Cl:15]. Product: [Cl:1][C:2]1([C:5]2([CH2:8][CH2:9][CH:10]3[CH2:11][C:14]3([Cl:17])[Cl:15])[CH2:7][O:6]2)[CH2:4][CH2:3]1. The catalyst class is: 572.